This data is from Full USPTO retrosynthesis dataset with 1.9M reactions from patents (1976-2016). The task is: Predict the reactants needed to synthesize the given product. (1) Given the product [F:17][C:12]1[CH:13]=[CH:14][CH:15]=[C:16]2[C:11]=1[CH:10]=[CH:9][CH:8]=[C:7]2[CH:18]([OH:21])[CH2:19][CH3:20], predict the reactants needed to synthesize it. The reactants are: C([Li])CCC.Br[C:7]1[C:16]2[C:11](=[C:12]([F:17])[CH:13]=[CH:14][CH:15]=2)[CH:10]=[CH:9][CH:8]=1.[CH:18](=[O:21])[CH2:19][CH3:20]. (2) Given the product [CH:1]([N:4]1[CH2:19][CH2:18][C:7]2[NH:8][C:9]3[CH:10]=[CH:11][C:12]([C:15]([N:24]4[CH2:25][CH2:26][CH:21]([CH3:20])[CH2:22][CH2:23]4)=[O:17])=[CH:13][C:14]=3[C:6]=2[CH2:5]1)([CH3:2])[CH3:3], predict the reactants needed to synthesize it. The reactants are: [CH:1]([N:4]1[CH2:19][CH2:18][C:7]2[NH:8][C:9]3[CH:10]=[CH:11][C:12]([C:15]([OH:17])=O)=[CH:13][C:14]=3[C:6]=2[CH2:5]1)([CH3:3])[CH3:2].[CH3:20][CH:21]1[CH2:26][CH2:25][NH:24][CH2:23][CH2:22]1.